The task is: Predict the product of the given reaction.. This data is from Forward reaction prediction with 1.9M reactions from USPTO patents (1976-2016). Given the reactants O.O.O.[CH3:4][C@H:5]1[N:10]([CH2:11][C:12]([F:15])([F:14])[F:13])[C:9](=[O:16])[C@@H:8]([NH:17][C:18]([C:20]2[CH:21]=[C:22]3[CH2:37][C@@:27]4([C:35]5[C:30](=[N:31][CH:32]=[CH:33][CH:34]=5)[NH:29][C:28]4=[O:36])[CH2:26][C:23]3=[N:24][CH:25]=2)=[O:19])[CH2:7][C@H:6]1[C:38]1[CH:43]=[CH:42][CH:41]=[CH:40][CH:39]=1.O.[C:45]([OH:54])(=[O:53])[C@@H:46]([C@H:48]([C:50]([OH:52])=[O:51])[OH:49])[OH:47], predict the reaction product. The product is: [C:45]([OH:54])(=[O:53])[C@@H:46]([C@H:48]([C:50]([OH:52])=[O:51])[OH:49])[OH:47].[CH3:4][C@H:5]1[N:10]([CH2:11][C:12]([F:15])([F:13])[F:14])[C:9](=[O:16])[C@@H:8]([NH:17][C:18]([C:20]2[CH:21]=[C:22]3[CH2:37][C@@:27]4([C:35]5[C:30](=[N:31][CH:32]=[CH:33][CH:34]=5)[NH:29][C:28]4=[O:36])[CH2:26][C:23]3=[N:24][CH:25]=2)=[O:19])[CH2:7][C@H:6]1[C:38]1[CH:39]=[CH:40][CH:41]=[CH:42][CH:43]=1.